This data is from Peptide-MHC class II binding affinity with 134,281 pairs from IEDB. The task is: Regression. Given a peptide amino acid sequence and an MHC pseudo amino acid sequence, predict their binding affinity value. This is MHC class II binding data. (1) The peptide sequence is INLWKSGLFQLIFFL. The MHC is DRB1_0101 with pseudo-sequence DRB1_0101. The binding affinity (normalized) is 0.303. (2) The binding affinity (normalized) is 0.388. The peptide sequence is FWYVNHTGFNVHSLP. The MHC is DRB1_0901 with pseudo-sequence DRB1_0901. (3) The peptide sequence is EKKYFAATQFEPIAA. The MHC is DRB1_0701 with pseudo-sequence DRB1_0701. The binding affinity (normalized) is 0.753. (4) The peptide sequence is VFLQTHIFAEVLKDAIKDL. The MHC is HLA-DQA10101-DQB10501 with pseudo-sequence HLA-DQA10101-DQB10501. The binding affinity (normalized) is 0.438.